Dataset: Reaction yield outcomes from USPTO patents with 853,638 reactions. Task: Predict the reaction yield, written as a fraction of the theoretical maximum amount of product (1.0 means a 100% yield; for example, 0.34 means a 34% yield). (1) The reactants are [CH3:1][O:2][C:3]1[CH:4]=[C:5]2[C:10](=[CH:11][C:12]=1[O:13][CH3:14])[N:9]=[CH:8][N:7]=[C:6]2[O:15][C:16]1[CH:22]=[CH:21][C:19]([NH2:20])=[C:18]([N+:23]([O-:25])=[O:24])[CH:17]=1.C(N(CC)CC)C.Cl[C:34](Cl)([O:36]C(=O)OC(Cl)(Cl)Cl)Cl.[O:45]1[CH2:50][CH2:49][N:48]([CH2:51][CH2:52][NH2:53])[CH2:47][CH2:46]1. The catalyst is C(Cl)(Cl)Cl.O. The product is [CH3:1][O:2][C:3]1[CH:4]=[C:5]2[C:10](=[CH:11][C:12]=1[O:13][CH3:14])[N:9]=[CH:8][N:7]=[C:6]2[O:15][C:16]1[CH:22]=[CH:21][C:19]([NH:20][C:34]([NH:53][CH2:52][CH2:51][N:48]2[CH2:49][CH2:50][O:45][CH2:46][CH2:47]2)=[O:36])=[C:18]([N+:23]([O-:25])=[O:24])[CH:17]=1. The yield is 0.210. (2) The reactants are [Br:1][C:2]1[N:3]=[CH:4][NH:5][CH:6]=1.[N+:7]([O-])([OH:9])=[O:8]. The catalyst is S(=O)(=O)(O)O. The product is [Br:1][C:2]1[NH:3][CH:4]=[N:5][C:6]=1[N+:7]([O-:9])=[O:8]. The yield is 0.870. (3) The reactants are [CH2:1]([O:8][C:9]1[C:10]([Cl:28])=[C:11]([CH:16](OC)[C:17]2[C:25]3[C:20](=[N:21][CH:22]=[CH:23][CH:24]=3)[NH:19][CH:18]=2)[C:12]([F:15])=[CH:13][CH:14]=1)[C:2]1[CH:7]=[CH:6][CH:5]=[CH:4][CH:3]=1.FC(F)(F)C(O)=O.C([SiH](CC)CC)C. The catalyst is C(#N)C. The product is [CH2:1]([O:8][C:9]1[C:10]([Cl:28])=[C:11]([C:12]([F:15])=[CH:13][CH:14]=1)[CH2:16][C:17]1[C:25]2[C:20](=[N:21][CH:22]=[CH:23][CH:24]=2)[NH:19][CH:18]=1)[C:2]1[CH:3]=[CH:4][CH:5]=[CH:6][CH:7]=1. The yield is 0.700. (4) The reactants are [OH:1][CH:2]([CH:13]1[CH2:18][CH2:17][O:16][CH2:15][CH2:14]1)[C:3]([O:5][CH2:6][C:7]1[CH:12]=[CH:11][CH:10]=[CH:9][CH:8]=1)=[O:4]. The catalyst is ClCCl. The product is [O:1]=[C:2]([CH:13]1[CH2:14][CH2:15][O:16][CH2:17][CH2:18]1)[C:3]([O:5][CH2:6][C:7]1[CH:12]=[CH:11][CH:10]=[CH:9][CH:8]=1)=[O:4]. The yield is 0.900.